From a dataset of Full USPTO retrosynthesis dataset with 1.9M reactions from patents (1976-2016). Predict the reactants needed to synthesize the given product. (1) Given the product [C:1]([O:5][C:6]([N:8]1[CH2:13][CH2:12][CH:11]([S:14][CH2:18][C:17]2[CH:20]=[CH:21][CH:22]=[CH:23][C:16]=2[F:15])[CH2:10][CH2:9]1)=[O:7])([CH3:4])([CH3:2])[CH3:3], predict the reactants needed to synthesize it. The reactants are: [C:1]([O:5][C:6]([N:8]1[CH2:13][CH2:12][CH:11]([SH:14])[CH2:10][CH2:9]1)=[O:7])([CH3:4])([CH3:3])[CH3:2].[F:15][C:16]1[CH:23]=[CH:22][CH:21]=[CH:20][C:17]=1[CH2:18]Br.O.C(OCC)(=O)C. (2) The reactants are: [C:1]([CH2:9][C:10]([O:12]C)=[O:11])(=O)[C:2]1[CH:7]=[CH:6][CH:5]=[N:4][CH:3]=1.[N:14]([C:17]1[CH:22]=[CH:21][CH:20]=[CH:19][C:18]=1[F:23])=[N+:15]=[N-:16].[O-]CC.[Na+].[OH-].[Na+]. Given the product [F:23][C:18]1[CH:19]=[CH:20][CH:21]=[CH:22][C:17]=1[N:14]1[C:1]([C:2]2[CH:3]=[N:4][CH:5]=[CH:6][CH:7]=2)=[C:9]([C:10]([OH:12])=[O:11])[N:16]=[N:15]1, predict the reactants needed to synthesize it. (3) Given the product [CH:29]1([CH2:28][CH:27]([N:4]2[C:3](=[O:15])[CH:2]=[C:7]([O:23][C:18]3[CH:19]=[CH:20][CH:21]=[CH:22][C:17]=3[F:16])[CH:6]=[N:5]2)[C:26]([OH:25])=[O:35])[CH2:33][CH2:32][CH2:31][CH2:30]1, predict the reactants needed to synthesize it. The reactants are: Cl[C:2]1[C:3](=[O:15])[N:4](C2CCCCO2)[N:5]=[CH:6][C:7]=1Cl.[F:16][C:17]1[CH:22]=[CH:21][CH:20]=[CH:19][C:18]=1[OH:23].C[O:25][C:26](=[O:35])[CH:27](Br)[CH2:28][CH:29]1[CH2:33][CH2:32][CH2:31][CH2:30]1.